From a dataset of NCI-60 drug combinations with 297,098 pairs across 59 cell lines. Regression. Given two drug SMILES strings and cell line genomic features, predict the synergy score measuring deviation from expected non-interaction effect. Drug 1: CCC1(CC2CC(C3=C(CCN(C2)C1)C4=CC=CC=C4N3)(C5=C(C=C6C(=C5)C78CCN9C7C(C=CC9)(C(C(C8N6C)(C(=O)OC)O)OC(=O)C)CC)OC)C(=O)OC)O. Drug 2: CC1=C(C(=CC=C1)Cl)NC(=O)C2=CN=C(S2)NC3=CC(=NC(=N3)C)N4CCN(CC4)CCO. Cell line: HT29. Synergy scores: CSS=50.2, Synergy_ZIP=-4.00, Synergy_Bliss=-7.78, Synergy_Loewe=-6.96, Synergy_HSA=-5.11.